Dataset: NCI-60 drug combinations with 297,098 pairs across 59 cell lines. Task: Regression. Given two drug SMILES strings and cell line genomic features, predict the synergy score measuring deviation from expected non-interaction effect. (1) Drug 1: C1=CC(=CC=C1CCCC(=O)O)N(CCCl)CCCl. Drug 2: CC1=C(C=C(C=C1)C(=O)NC2=CC(=CC(=C2)C(F)(F)F)N3C=C(N=C3)C)NC4=NC=CC(=N4)C5=CN=CC=C5. Cell line: T-47D. Synergy scores: CSS=25.2, Synergy_ZIP=-7.09, Synergy_Bliss=-4.63, Synergy_Loewe=-4.44, Synergy_HSA=-4.57. (2) Drug 1: C1CC(=O)NC(=O)C1N2C(=O)C3=CC=CC=C3C2=O. Drug 2: C(CCl)NC(=O)N(CCCl)N=O. Cell line: OVCAR-8. Synergy scores: CSS=1.31, Synergy_ZIP=1.92, Synergy_Bliss=3.48, Synergy_Loewe=1.21, Synergy_HSA=0.643. (3) Cell line: DU-145. Drug 1: C1=NC2=C(N=C(N=C2N1C3C(C(C(O3)CO)O)F)Cl)N. Drug 2: C1CN(CCN1C(=O)CCBr)C(=O)CCBr. Synergy scores: CSS=21.8, Synergy_ZIP=4.50, Synergy_Bliss=4.71, Synergy_Loewe=-0.551, Synergy_HSA=-0.408. (4) Drug 1: C1CCC(CC1)NC(=O)N(CCCl)N=O. Drug 2: CC1=C2C(C(=O)C3(C(CC4C(C3C(C(C2(C)C)(CC1OC(=O)C(C(C5=CC=CC=C5)NC(=O)C6=CC=CC=C6)O)O)OC(=O)C7=CC=CC=C7)(CO4)OC(=O)C)O)C)OC(=O)C. Cell line: HS 578T. Synergy scores: CSS=31.6, Synergy_ZIP=-7.16, Synergy_Bliss=-5.68, Synergy_Loewe=-25.0, Synergy_HSA=-2.98. (5) Drug 1: COC1=C(C=C2C(=C1)N=CN=C2NC3=CC(=C(C=C3)F)Cl)OCCCN4CCOCC4. Drug 2: CN1C2=C(C=C(C=C2)N(CCCl)CCCl)N=C1CCCC(=O)O.Cl. Cell line: CAKI-1. Synergy scores: CSS=49.5, Synergy_ZIP=-2.67, Synergy_Bliss=-3.28, Synergy_Loewe=-27.6, Synergy_HSA=0.522.